From a dataset of Full USPTO retrosynthesis dataset with 1.9M reactions from patents (1976-2016). Predict the reactants needed to synthesize the given product. (1) Given the product [Cl:1][C:2]1[CH:7]=[C:6]([C:8]2[C:17]3[C:12](=[CH:13][C:14]([S:18]([NH:47][C:44]4[N:45]=[CH:46][O:42][N:43]=4)(=[O:19])=[O:20])=[CH:15][CH:16]=3)[N:11]=[CH:10][N:9]=2)[C:5]([O:33][CH3:34])=[CH:4][C:3]=1[C:35]1[CH:40]=[CH:39][CH:38]=[C:37]([F:41])[CH:36]=1, predict the reactants needed to synthesize it. The reactants are: [Cl:1][C:2]1[CH:7]=[C:6]([C:8]2[C:17]3[C:12](=[CH:13][C:14]([S:18](OC4C(F)=C(F)C(F)=C(F)C=4F)(=[O:20])=[O:19])=[CH:15][CH:16]=3)[N:11]=[CH:10][N:9]=2)[C:5]([O:33][CH3:34])=[CH:4][C:3]=1[C:35]1[CH:40]=[CH:39][CH:38]=[C:37]([F:41])[CH:36]=1.[O:42]1[CH:46]=[N:45][C:44]([NH:47]C(=O)OC(C)(C)C)=[N:43]1.C(=O)([O-])[O-].[Cs+].[Cs+]. (2) Given the product [N:27]1[CH:28]=[CH:29][C:24]([CH2:23][NH:22][C:21]([C:17]2[CH:16]=[C:15]([C:11]3[CH:12]=[C:13]4[C:8](=[CH:9][CH:10]=3)[NH:7][C:6]([C:4]([OH:5])=[O:3])=[CH:14]4)[CH:20]=[CH:19][N:18]=2)=[O:30])=[CH:25][CH:26]=1, predict the reactants needed to synthesize it. The reactants are: C([O:3][C:4]([C:6]1[NH:7][C:8]2[C:13]([CH:14]=1)=[CH:12][C:11]([C:15]1[CH:20]=[CH:19][N:18]=[C:17]([C:21](=[O:30])[NH:22][CH2:23][C:24]3[CH:29]=[CH:28][N:27]=[CH:26][CH:25]=3)[CH:16]=1)=[CH:10][CH:9]=2)=[O:5])C.[OH-].[Na+].Cl. (3) Given the product [Br:1][C:2]1[CH:3]=[C:4]([C:5]2[S:22][C:13]3[CH:14]=[CH:15][C:16]([C:18]([F:19])([F:20])[F:21])=[CH:17][C:12]=3[N:11]=2)[CH:7]=[CH:8][C:9]=1[OH:10], predict the reactants needed to synthesize it. The reactants are: [Br:1][C:2]1[CH:3]=[C:4]([CH:7]=[CH:8][C:9]=1[OH:10])[CH:5]=O.[NH2:11][C:12]1[CH:17]=[C:16]([C:18]([F:21])([F:20])[F:19])[CH:15]=[CH:14][C:13]=1[SH:22]. (4) Given the product [Cl:1][C:2]1[C:3]([NH:26][C:27]2[CH:32]=[CH:31][CH:30]=[CH:29][C:28]=2[S:33]([CH:36]([F:38])[F:37])(=[O:34])=[O:35])=[N:4][C:5]([NH:8][C:9]2[C:10]([O:22][CH:23]([CH3:24])[CH3:25])=[CH:11][C:12]([CH:16]3[CH2:17][CH2:18][N:19]([C:45]([C@@H:41]4[CH2:42][CH2:43][CH2:44][NH:40]4)=[O:46])[CH2:20][CH2:21]3)=[C:13]([CH3:15])[CH:14]=2)=[N:6][CH:7]=1, predict the reactants needed to synthesize it. The reactants are: [Cl:1][C:2]1[C:3]([NH:26][C:27]2[CH:32]=[CH:31][CH:30]=[CH:29][C:28]=2[S:33]([CH:36]([F:38])[F:37])(=[O:35])=[O:34])=[N:4][C:5]([NH:8][C:9]2[CH:14]=[C:13]([CH3:15])[C:12]([CH:16]3[CH2:21][CH2:20][NH:19][CH2:18][CH2:17]3)=[CH:11][C:10]=2[O:22][CH:23]([CH3:25])[CH3:24])=[N:6][CH:7]=1.Cl.[NH:40]1[CH2:44][CH2:43][CH2:42][C@H:41]1[C:45](Cl)=[O:46]. (5) The reactants are: Cl.[NH2:2][OH:3].C([O-])(O)=O.[Na+].C(O)C.[NH:12]1[CH:16]=[C:15]([C:17]2[CH:24]=[CH:23][CH:22]=[CH:21][C:18]=2[C:19]#[N:20])[N:14]=[CH:13]1. Given the product [OH:3][NH:2][C:19](=[NH:20])[C:18]1[CH:21]=[CH:22][CH:23]=[CH:24][C:17]=1[C:15]1[N:14]=[CH:13][NH:12][CH:16]=1, predict the reactants needed to synthesize it. (6) The reactants are: C([O:3][C:4]([C:6]1([CH3:12])[N+:10]([O-:11])=[CH:9][CH2:8][CH2:7]1)=O)C.[OH-].[NH4+].COC1C=C(C=CC=1OC)C(O)=O.[NH2:28]C(N)=O. Given the product [C:4]([C:6]1([CH3:12])[N+:10]([O-:11])=[CH:9][CH2:8][CH2:7]1)(=[O:3])[NH2:28], predict the reactants needed to synthesize it. (7) Given the product [N-:1]=[C:10]=[O:16].[N-:1]=[C:10]=[O:16].[C:17]1([CH2:27][C:6]2[CH:5]=[CH:13][CH:12]=[CH:11][CH:10]=2)[CH:22]=[CH:21][CH:20]=[CH:19][CH:18]=1, predict the reactants needed to synthesize it. The reactants are: [NH:1]([CH2:5][CH2:6]O)CCO.II.[C:10]1(=[O:16])O[C:13](=O)[CH:12]=[CH:11]1.[C:17]1([CH3:27])[CH:22]=[CH:21][C:20](S(O)(=O)=O)=[CH:19][CH:18]=1.